This data is from Catalyst prediction with 721,799 reactions and 888 catalyst types from USPTO. The task is: Predict which catalyst facilitates the given reaction. (1) The catalyst class is: 1. Product: [CH3:1][O:2][C:3]([C@H:5]1[N:10]2[C:11](=[O:18])[C@@H:12]([NH:17][C:26](=[O:33])[C:27]3[CH:32]=[CH:31][CH:30]=[CH:29][CH:28]=3)[CH2:13][CH:14]=[CH:15][CH2:16][C@H:9]2[CH2:8][CH2:7][CH2:6]1)=[O:4]. Reactant: [CH3:1][O:2][C:3]([CH:5]1[N:10]2[C:11](=[O:18])[CH:12]([NH2:17])[CH2:13][CH:14]=[CH:15][CH2:16][CH:9]2[CH2:8][CH2:7][CH2:6]1)=[O:4].CCN(CC)CC.[C:26](Cl)(=[O:33])[C:27]1[CH:32]=[CH:31][CH:30]=[CH:29][CH:28]=1. (2) Reactant: [C:1]([C:5]1[CH:12]=[C:9]([CH:10]=O)[C:8]([OH:13])=[C:7]([CH2:14][CH3:15])[CH:6]=1)([CH3:4])([CH3:3])[CH3:2].[NH2:16][C:17]1[CH:22]=[CH:21][CH:20]=[CH:19][C:18]=1[NH2:23]. Product: [C:1]([C:5]1[CH:12]=[C:9]([CH:10]=[N:16][C:17]2[CH:22]=[CH:21][CH:20]=[CH:19][C:18]=2[N:23]=[CH:10][C:9]2[C:8](=[C:7]([CH2:14][CH3:15])[CH:6]=[C:5]([C:1]([CH3:3])([CH3:2])[CH3:4])[CH:12]=2)[OH:13])[C:8]([OH:13])=[C:7]([CH2:14][CH3:15])[CH:6]=1)([CH3:4])([CH3:3])[CH3:2]. The catalyst class is: 8. (3) Reactant: Cl[CH2:2][CH2:3][CH2:4][O:5][C:6]1[C:7]([O:40][CH3:41])=[C:8]([NH:31][C:32]([C:34]2[S:35][CH:36]=[CH:37][C:38]=2[CH3:39])=[O:33])[C:9](/[CH:12]=[CH:13]/[C:14]2[C:22]3[C:17](=[CH:18][CH:19]=[CH:20][CH:21]=3)[N:16](C(C3SC=CC=3C)=O)[N:15]=2)=[CH:10][CH:11]=1.[CH2:42]([NH:44][CH2:45][CH2:46][OH:47])[CH3:43].[I-].[Na+].[OH-].[Na+]. Product: [CH2:42]([N:44]([CH2:45][CH2:46][OH:47])[CH2:2][CH2:3][CH2:4][O:5][C:6]1[C:7]([O:40][CH3:41])=[C:8]([NH:31][C:32]([C:34]2[S:35][CH:36]=[CH:37][C:38]=2[CH3:39])=[O:33])[C:9](/[CH:12]=[CH:13]/[C:14]2[C:22]3[C:17](=[CH:18][CH:19]=[CH:20][CH:21]=3)[NH:16][N:15]=2)=[CH:10][CH:11]=1)[CH3:43]. The catalyst class is: 395. (4) Product: [CH:1]1([N:4]2[C:12]3[C:7](=[CH:8][CH:9]=[CH:10][CH:11]=3)[C:6](/[CH:13]=[CH:14]/[C:15]([N:21]([CH:18]([CH3:20])[CH3:19])[NH:22][C:23](=[O:30])[C:24]3[CH:29]=[CH:28][CH:27]=[CH:26][CH:25]=3)=[O:17])=[CH:5]2)[CH2:2][CH2:3]1. The catalyst class is: 31. Reactant: [CH:1]1([N:4]2[C:12]3[C:7](=[CH:8][CH:9]=[CH:10][CH:11]=3)[C:6](/[CH:13]=[CH:14]/[C:15]([OH:17])=O)=[CH:5]2)[CH2:3][CH2:2]1.[CH:18]([NH:21][NH:22][C:23](=[O:30])[C:24]1[CH:29]=[CH:28][CH:27]=[CH:26][CH:25]=1)([CH3:20])[CH3:19].CN(C(ON1N=NC2C=CC=NC1=2)=[N+](C)C)C.F[P-](F)(F)(F)(F)F.C(N(CC)C(C)C)(C)C. (5) Product: [CH3:1][C:2]1[C:11]2[C:6](=[CH:7][C:8]([CH3:12])=[CH:9][CH:10]=2)[C:5]([N:13]2[CH:17]=[N:16][N:15]=[C:14]2[S:18][CH2:20][C:21]([O:23][CH2:24][CH3:25])=[O:22])=[CH:4][CH:3]=1. Reactant: [CH3:1][C:2]1[C:11]2[C:6](=[CH:7][C:8]([CH3:12])=[CH:9][CH:10]=2)[C:5]([N:13]2[CH:17]=[N:16][N:15]=[C:14]2[SH:18])=[CH:4][CH:3]=1.Br[CH2:20][C:21]([O:23][CH2:24][CH3:25])=[O:22].C(=O)([O-])[O-].[K+].[K+].CN(C=O)C. The catalyst class is: 20.